Dataset: Full USPTO retrosynthesis dataset with 1.9M reactions from patents (1976-2016). Task: Predict the reactants needed to synthesize the given product. (1) Given the product [Cl:1][C:2]1[CH:3]=[C:4]([C@H:8]([NH:10][C:40]([C:36]2[CH:35]=[C:34]3[C:39](=[CH:38][CH:37]=2)[N:31]([CH2:30][C:27]2[CH:26]=[CH:25][C:24]([C:19]4[C:18]([C:16]([OH:17])=[O:15])=[CH:23][CH:22]=[CH:21][CH:20]=4)=[CH:29][CH:28]=2)[C:32]([CH3:44])=[C:33]3[CH3:43])=[O:41])[CH3:9])[CH:5]=[CH:6][CH:7]=1, predict the reactants needed to synthesize it. The reactants are: [Cl:1][C:2]1[CH:3]=[C:4]([C@H:8]([NH2:10])[CH3:9])[CH:5]=[CH:6][CH:7]=1.C([O:15][C:16]([C:18]1[CH:23]=[CH:22][CH:21]=[CH:20][C:19]=1[C:24]1[CH:29]=[CH:28][C:27]([CH2:30][N:31]2[C:39]3[C:34](=[CH:35][C:36]([C:40](O)=[O:41])=[CH:37][CH:38]=3)[C:33]([CH3:43])=[C:32]2[CH3:44])=[CH:26][CH:25]=1)=[O:17])(C)(C)C. (2) The reactants are: [C:1]([NH:4][CH2:5][CH2:6][CH2:7][C:8]([C@@H:25]1[CH2:30][CH2:29][CH2:28][N:27]([C:31]([C:33]2[CH:38]=[CH:37][C:36]([CH2:39][N:40](C)[C:41](=O)OC(C)(C)C)=[CH:35][CH:34]=2)=[O:32])[CH2:26]1)([C:10]1[CH:15]=[CH:14][CH:13]=[C:12]([Cl:16])[C:11]=1[C:17]1[CH:22]=[CH:21][CH:20]=[C:19]([CH2:23][CH3:24])[CH:18]=1)[OH:9])(=[O:3])[CH3:2].Cl. Given the product [Cl:16][C:12]1[C:11]([C:17]2[CH:22]=[CH:21][CH:20]=[C:19]([CH2:23][CH3:24])[CH:18]=2)=[C:10]([C:8]([OH:9])([C@@H:25]2[CH2:30][CH2:29][CH2:28][N:27]([C:31]([C:33]3[CH:38]=[CH:37][C:36]([CH2:39][NH:40][CH3:41])=[CH:35][CH:34]=3)=[O:32])[CH2:26]2)[CH2:7][CH2:6][CH2:5][NH:4][C:1](=[O:3])[CH3:2])[CH:15]=[CH:14][CH:13]=1, predict the reactants needed to synthesize it. (3) The reactants are: Br[C:2]1[CH:7]=[CH:6][C:5]([F:8])=[C:4]([CH2:9][CH3:10])[CH:3]=1.[Li]CCCC.[B:16](OC)([O:19]C)[O:17]C. Given the product [CH2:9]([C:4]1[CH:3]=[C:2]([B:16]([OH:19])[OH:17])[CH:7]=[CH:6][C:5]=1[F:8])[CH3:10], predict the reactants needed to synthesize it. (4) Given the product [C:1]([P:5]([C:1]([CH3:4])([CH3:3])[CH3:2])[C:6]([CH3:9])([CH3:8])[CH3:7])([CH3:4])([CH3:3])[CH3:2], predict the reactants needed to synthesize it. The reactants are: [C:1]([P:5](Cl)[C:6]([CH3:9])([CH3:8])[CH3:7])([CH3:4])([CH3:3])[CH3:2]. (5) Given the product [N:3]1[C:4]2[C:9](=[CH:8][CH:7]=[CH:6][CH:5]=2)[CH:10]=[CH:11][CH:2]=1, predict the reactants needed to synthesize it. The reactants are: C[C:2]1[CH:11]=[CH:10][C:9]2[C:4](=[C:5](O)[CH:6]=[CH:7][CH:8]=2)[N:3]=1.C([O-])([O-])=O.[K+].[K+]. (6) Given the product [CH2:31]([N:18]1[C:19]([NH:24][C:25]2[CH:30]=[CH:29][CH:28]=[CH:27][CH:26]=2)=[C:20]2[C:16]([N:15]=[C:13]([CH2:12][NH:11][C:10](=[O:38])[O:9][C:5]([CH3:6])([CH3:7])[CH3:8])[NH:22][C:21]2=[O:23])=[N:17]1)[C:32]1[CH:33]=[CH:34][CH:35]=[CH:36][CH:37]=1, predict the reactants needed to synthesize it. The reactants are: [O-]CC.[Na+].[C:5]([O:9][C:10](=[O:38])[NH:11][CH2:12][C:13]([NH:15][C:16]1[C:20]([C:21](=[O:23])[NH2:22])=[C:19]([NH:24][C:25]2[CH:30]=[CH:29][CH:28]=[CH:27][CH:26]=2)[N:18]([CH2:31][C:32]2[CH:37]=[CH:36][CH:35]=[CH:34][CH:33]=2)[N:17]=1)=O)([CH3:8])([CH3:7])[CH3:6].